Task: Predict the product of the given reaction.. Dataset: Forward reaction prediction with 1.9M reactions from USPTO patents (1976-2016) (1) Given the reactants [C:1]([C@@H:3]1[CH2:8][CH2:7][CH2:6][C@H:5]([NH:9]C(=O)OC(C)(C)C)[CH2:4]1)#[CH:2].[ClH:17], predict the reaction product. The product is: [C:1]([C@@H:3]1[CH2:8][CH2:7][CH2:6][C@H:5]([NH2:9])[CH2:4]1)#[CH:2].[ClH:17]. (2) Given the reactants C[O:2][C:3]([C:5]1[CH:10]=[CH:9][C:8]([C:11]2[CH:16]=[CH:15][CH:14]=[C:13]([NH:17][S:18]([C:21]3[CH:26]=[C:25]([CH3:27])[C:24]([Cl:28])=[CH:23][C:22]=3[CH3:29])(=[O:20])=[O:19])[C:12]=2[CH3:30])=[CH:7][CH:6]=1)=[O:4].O.[OH-].[Li+].CO, predict the reaction product. The product is: [Cl:28][C:24]1[C:25]([CH3:27])=[CH:26][C:21]([S:18]([NH:17][C:13]2[C:12]([CH3:30])=[C:11]([C:8]3[CH:9]=[CH:10][C:5]([C:3]([OH:4])=[O:2])=[CH:6][CH:7]=3)[CH:16]=[CH:15][CH:14]=2)(=[O:20])=[O:19])=[C:22]([CH3:29])[CH:23]=1. (3) The product is: [CH2:14]([C:3]1[CH:4]=[C:5](/[CH:10]=[CH:11]/[C:12]#[N:13])[CH:6]=[C:7]([CH2:8][CH3:9])[C:2]=1[B:19]1[O:20][C:21]([CH3:23])([CH3:22])[C:17]([CH3:33])([CH3:16])[O:18]1)[CH3:15]. Given the reactants Br[C:2]1[C:7]([CH2:8][CH3:9])=[CH:6][C:5](/[CH:10]=[CH:11]/[C:12]#[N:13])=[CH:4][C:3]=1[CH2:14][CH3:15].[CH3:16][C:17]1([CH3:33])[C:21]([CH3:23])([CH3:22])[O:20][B:19]([B:19]2[O:20][C:21]([CH3:23])([CH3:22])[C:17]([CH3:33])([CH3:16])[O:18]2)[O:18]1.C(=O)([O-])[O-].[K+].[K+].C1(P(C2CCCCC2)C2C=CC=CC=2C2C(OC)=CC=CC=2OC)CCCCC1, predict the reaction product. (4) Given the reactants Br[C:2]1[C:3]([N:22]2[CH2:25][CH:24]([CH2:26][OH:27])[CH2:23]2)=[N:4][CH:5]=[C:6]([CH:21]=1)[C:7]([NH:9][C:10]1[CH:15]=[CH:14][C:13]([O:16][C:17]([F:20])([F:19])[F:18])=[CH:12][CH:11]=1)=[O:8].[N:28]1[CH:33]=[CH:32][CH:31]=[C:30](B(O)O)[CH:29]=1, predict the reaction product. The product is: [OH:27][CH2:26][CH:24]1[CH2:25][N:22]([C:3]2[C:2]([C:30]3[CH:29]=[N:28][CH:33]=[CH:32][CH:31]=3)=[CH:21][C:6]([C:7]([NH:9][C:10]3[CH:15]=[CH:14][C:13]([O:16][C:17]([F:20])([F:19])[F:18])=[CH:12][CH:11]=3)=[O:8])=[CH:5][N:4]=2)[CH2:23]1. (5) The product is: [Cl:1][C:2]1[N:3]=[C:4]([NH:19][C:16]2[CH:15]=[C:14]([O:13][CH3:12])[NH:18][N:17]=2)[C:5]([Cl:9])=[C:6]([Cl:8])[N:7]=1. Given the reactants [Cl:1][C:2]1[N:7]=[C:6]([Cl:8])[C:5]([Cl:9])=[C:4](Cl)[N:3]=1.Cl.[CH3:12][O:13][C:14]1[NH:18][N:17]=[C:16]([NH2:19])[CH:15]=1, predict the reaction product. (6) Given the reactants [N:1]1[NH:2][N:3]=[N:4][C:5]=1[C:6]1[S:10][C:9]([N:11]2[CH2:16][CH2:15][CH:14]([O:17][C:18]3[CH:23]=[CH:22][CH:21]=[CH:20][C:19]=3[C:24]([F:27])([F:26])[F:25])[CH2:13][CH2:12]2)=[N:8][N:7]=1.[H-].[Na+].Br[CH2:31][C:32]([O:34][CH2:35][CH3:36])=[O:33].Cl, predict the reaction product. The product is: [F:25][C:24]([F:27])([F:26])[C:19]1[CH:20]=[CH:21][CH:22]=[CH:23][C:18]=1[O:17][CH:14]1[CH2:13][CH2:12][N:11]([C:9]2[S:10][C:6]([C:5]3[N:1]=[N:2][N:3]([CH2:31][C:32]([O:34][CH2:35][CH3:36])=[O:33])[N:4]=3)=[N:7][N:8]=2)[CH2:16][CH2:15]1.